This data is from Full USPTO retrosynthesis dataset with 1.9M reactions from patents (1976-2016). The task is: Predict the reactants needed to synthesize the given product. (1) Given the product [Cl:4][C:5]1[CH:6]=[C:7]2[C:13]([CH2:14][CH2:15][C:16]([N:67]3[CH2:66][CH2:65][C:64]([CH2:63][C:57]4[CH:62]=[CH:61][CH:60]=[CH:59][CH:58]=4)([OH:70])[CH2:69][CH2:68]3)=[O:17])=[C:12]([C:20]3[CH:25]=[CH:24][C:23]([Cl:26])=[CH:22][CH:21]=3)[N:11]([CH3:27])[C:8]2=[N:9][CH:10]=1, predict the reactants needed to synthesize it. The reactants are: O.[OH-].[Li+].[Cl:4][C:5]1[CH:6]=[C:7]2[C:13]([CH2:14][CH2:15][C:16](OC)=[O:17])=[C:12]([C:20]3[CH:25]=[CH:24][C:23]([Cl:26])=[CH:22][CH:21]=3)[N:11]([CH3:27])[C:8]2=[N:9][CH:10]=1.ON1C2C=CC=CC=2N=N1.C(N(CC)CC)C.Cl.CN(C)CCCN=C=NCC.[C:57]1([CH2:63][C:64]2([OH:70])[CH2:69][CH2:68][NH:67][CH2:66][CH2:65]2)[CH:62]=[CH:61][CH:60]=[CH:59][CH:58]=1. (2) Given the product [NH2:8][C:6]1[CH:5]=[C:4]([CH3:11])[C:3]([N:12]2[CH:17]=[CH:16][CH:15]=[C:14]([O:18][CH3:19])[C:13]2=[O:20])=[C:2]([CH3:1])[CH:7]=1, predict the reactants needed to synthesize it. The reactants are: [CH3:1][C:2]1[CH:7]=[C:6]([N+:8]([O-])=O)[CH:5]=[C:4]([CH3:11])[C:3]=1[N:12]1[CH:17]=[CH:16][CH:15]=[C:14]([O:18][CH3:19])[C:13]1=[O:20].C([O-])=O.[NH4+]. (3) Given the product [OH:17][CH2:16][C:4]1[NH:3][C:2](=[O:1])[C:11]2[C:10]([C:12]([O:14][CH3:15])=[O:13])=[CH:9][CH:8]=[CH:7][C:6]=2[N:5]=1, predict the reactants needed to synthesize it. The reactants are: [O:1]=[C:2]1[C:11]2[C:10]([C:12]([O:14][CH3:15])=[O:13])=[CH:9][CH:8]=[CH:7][C:6]=2[N:5]=[C:4]([C:16](OCC)=[O:17])[NH:3]1.[BH4-].[Na+]. (4) Given the product [Cl:19][C:17]1[C:16]([C:20]([F:22])([F:21])[F:23])=[CH:15][N:14]=[C:13]([NH:1][C:2]2[CH:3]=[CH:4][C:5]([P:8]([CH3:9])([CH3:10])=[O:11])=[CH:6][CH:7]=2)[N:18]=1, predict the reactants needed to synthesize it. The reactants are: [NH2:1][C:2]1[CH:7]=[CH:6][C:5]([P:8](=[O:11])([CH3:10])[CH3:9])=[CH:4][CH:3]=1.Cl[C:13]1[N:18]=[C:17]([Cl:19])[C:16]([C:20]([F:23])([F:22])[F:21])=[CH:15][N:14]=1. (5) Given the product [C:12]1([CH2:18][CH2:19][CH:20]2[C:24]3[CH:25]=[C:26]([CH:29]=[O:30])[CH:27]=[CH:28][C:23]=3[O:22][CH2:21]2)[CH:13]=[CH:14][CH:15]=[CH:16][CH:17]=1, predict the reactants needed to synthesize it. The reactants are: C1C=C[NH+]=CC=1.[O-][Cr](Cl)(=O)=O.[C:12]1([CH2:18][CH2:19][CH:20]2[C:24]3[CH:25]=[C:26]([CH2:29][OH:30])[CH:27]=[CH:28][C:23]=3[O:22][CH2:21]2)[CH:17]=[CH:16][CH:15]=[CH:14][CH:13]=1.C(OCC)C. (6) The reactants are: [Cl:1][C:2]1[CH:11]=[C:10]2[C:5]([C:6](=[O:22])[C:7]([CH3:21])=[C:8]([C:18](O)=[O:19])[N:9]2[C:12]2[CH:17]=[CH:16][CH:15]=[CH:14][CH:13]=2)=[CH:4][CH:3]=1.F[P-](F)(F)(F)(F)F.Br[P+](N1CCCC1)(N1CCCC1)[N:32]1[CH2:36]CC[CH2:33]1.C(N(CC)C(C)C)(C)C.CNC. Given the product [CH3:33][N:32]([CH3:36])[C:18]([C:8]1[N:9]([C:12]2[CH:17]=[CH:16][CH:15]=[CH:14][CH:13]=2)[C:10]2[C:5]([C:6](=[O:22])[C:7]=1[CH3:21])=[CH:4][CH:3]=[C:2]([Cl:1])[CH:11]=2)=[O:19], predict the reactants needed to synthesize it. (7) Given the product [ClH:35].[ClH:51].[NH2:43][C@H:44]([C:48]([O:19][CH2:18][CH2:17][O:16][C:13]1[CH:12]=[CH:11][C:10]([C:6]2[C:5]([C:20]#[N:21])=[C:4]([S:22][CH2:23][C:24]3[N:25]=[C:26]([C:29]4[CH:30]=[CH:31][C:32]([Cl:35])=[CH:33][CH:34]=4)[S:27][CH:28]=3)[N:3]=[C:2]([NH2:1])[C:7]=2[C:8]#[N:9])=[CH:15][CH:14]=1)=[O:49])[CH:45]([CH3:47])[CH3:46], predict the reactants needed to synthesize it. The reactants are: [NH2:1][C:2]1[C:7]([C:8]#[N:9])=[C:6]([C:10]2[CH:15]=[CH:14][C:13]([O:16][CH2:17][CH2:18][OH:19])=[CH:12][CH:11]=2)[C:5]([C:20]#[N:21])=[C:4]([S:22][CH2:23][C:24]2[N:25]=[C:26]([C:29]3[CH:34]=[CH:33][C:32]([Cl:35])=[CH:31][CH:30]=3)[S:27][CH:28]=2)[N:3]=1.C([NH:43][C@H:44]([C:48](O)=[O:49])[CH:45]([CH3:47])[CH3:46])(OC(C)(C)C)=O.[ClH:51].CN(C)CCCN=C=NCC.[Cl-].[NH4+]. (8) Given the product [Cl:3][C:4]1[CH:24]=[CH:23][C:7]([CH2:8][C:9]2([O:22][CH3:27])[CH2:14][CH2:13][N:12]([C:15]([O:17][C:18]([CH3:21])([CH3:20])[CH3:19])=[O:16])[CH2:11][CH2:10]2)=[C:6]([O:25][CH3:26])[CH:5]=1, predict the reactants needed to synthesize it. The reactants are: [H-].[Na+].[Cl:3][C:4]1[CH:24]=[CH:23][C:7]([CH2:8][C:9]2([OH:22])[CH2:14][CH2:13][N:12]([C:15]([O:17][C:18]([CH3:21])([CH3:20])[CH3:19])=[O:16])[CH2:11][CH2:10]2)=[C:6]([O:25][CH3:26])[CH:5]=1.[CH3:27]N(C)P(N(C)C)(N(C)C)=O.CI.S(=O)(=O)(O)[O-].[Na+]. (9) Given the product [Si:11]([O:10][C:7]1[CH:8]=[CH:9][C:2]([B:21]2[O:22][C:23]([CH3:25])([CH3:24])[C:19]([CH3:35])([CH3:18])[O:20]2)=[C:3]([CH:6]=1)[C:4]#[N:5])([C:14]([CH3:17])([CH3:16])[CH3:15])([CH3:13])[CH3:12], predict the reactants needed to synthesize it. The reactants are: Br[C:2]1[CH:9]=[CH:8][C:7]([O:10][Si:11]([C:14]([CH3:17])([CH3:16])[CH3:15])([CH3:13])[CH3:12])=[CH:6][C:3]=1[C:4]#[N:5].[CH3:18][C:19]1([CH3:35])[C:23]([CH3:25])([CH3:24])[O:22][B:21]([B:21]2[O:22][C:23]([CH3:25])([CH3:24])[C:19]([CH3:35])([CH3:18])[O:20]2)[O:20]1.C([O-])(=O)C.[K+]. (10) Given the product [OH:37][CH2:36][CH2:35][O:24][C:20]1[CH:19]=[C:18]([C@@H:17]2[N:13]([C:10]3[CH:9]=[N:8][C:7]([O:6][C:5]4[CH:4]=[CH:3][C:2]([Cl:1])=[CH:27][CH:26]=4)=[CH:12][N:11]=3)[C:14](=[O:25])[CH2:15][CH2:16]2)[CH:23]=[CH:22][CH:21]=1, predict the reactants needed to synthesize it. The reactants are: [Cl:1][C:2]1[CH:27]=[CH:26][C:5]([O:6][C:7]2[N:8]=[CH:9][C:10]([N:13]3[C@@H:17]([C:18]4[CH:23]=[CH:22][CH:21]=[C:20]([OH:24])[CH:19]=4)[CH2:16][CH2:15][C:14]3=[O:25])=[N:11][CH:12]=2)=[CH:4][CH:3]=1.C([O-])([O-])=O.[K+].[K+].I[CH2:35][CH2:36][OH:37].